The task is: Predict the reaction yield, written as a fraction of the theoretical maximum amount of product (1.0 means a 100% yield; for example, 0.34 means a 34% yield).. This data is from Reaction yield outcomes from USPTO patents with 853,638 reactions. (1) The reactants are [CH:1]1[CH:2]=[CH:3][C:4]2[C:10](=[O:11])[N:9]([CH:12]3[C:18](=[O:19])[NH:17][C:15](=O)[CH2:14][CH2:13]3)[C:7](=[O:8])[C:5]=2[CH:6]=1.COC1C=CC(P2(SP(C3C=CC(OC)=CC=3)(=S)S2)=[S:29])=CC=1. The catalyst is C1(C)C=CC=CC=1. The product is [O:19]=[C:18]1[CH:12]([N:9]2[C:10](=[O:11])[C:4]3[C:5](=[CH:6][CH:1]=[CH:2][CH:3]=3)[C:7]2=[O:8])[CH2:13][CH2:14][C:15](=[S:29])[NH:17]1. The yield is 0.730. (2) The reactants are Cl[C:2]1[N:7]=[C:6]([NH:8][C:9]2[NH:10][N:11]=[C:12]([CH:14]3[CH2:16][CH2:15]3)[CH:13]=2)[C:5]([N+:17]([O-:19])=[O:18])=[CH:4][CH:3]=1.C(OC([N:27]1[C:35]2[C:30](=[CH:31][CH:32]=[C:33]([NH2:36])[CH:34]=2)[C:29](=[O:37])[NH:28]1)=O)(C)(C)C. No catalyst specified. The product is [CH:14]1([C:12]2[CH:13]=[C:9]([NH:8][C:6]3[N:7]=[C:2]([NH:36][C:33]4[CH:34]=[C:35]5[C:30]([C:29](=[O:37])[NH:28][NH:27]5)=[CH:31][CH:32]=4)[CH:3]=[CH:4][C:5]=3[N+:17]([O-:19])=[O:18])[NH:10][N:11]=2)[CH2:16][CH2:15]1. The yield is 0.162. (3) The reactants are [CH2:1]([O:8][C:9]1[CH:10]=[C:11]2[C:15](=[CH:16][CH:17]=1)[NH:14][N:13]=[C:12]2[NH:18][C:19](=[O:46])[C:20]1[CH:25]=[CH:24][C:23]([N:26]2[CH2:31][CH2:30][N:29]([CH3:32])[CH2:28][CH2:27]2)=[CH:22][C:21]=1[N:33]([CH:40]1[CH2:45][CH2:44][O:43][CH2:42][CH2:41]1)[C:34](=[O:39])[C:35]([F:38])([F:37])[F:36])[C:2]1[CH:7]=[CH:6][CH:5]=[CH:4][CH:3]=1.CCN(C(C)C)C(C)C.[CH3:56][C:57]([O:60][C:61](O[C:61]([O:60][C:57]([CH3:59])([CH3:58])[CH3:56])=[O:62])=[O:62])([CH3:59])[CH3:58].O. The catalyst is CN(C=O)C. The product is [C:57]([O:60][C:61]([N:14]1[C:15]2[C:11](=[CH:10][C:9]([O:8][CH2:1][C:2]3[CH:3]=[CH:4][CH:5]=[CH:6][CH:7]=3)=[CH:17][CH:16]=2)[C:12]([NH:18][C:19](=[O:46])[C:20]2[CH:25]=[CH:24][C:23]([N:26]3[CH2:31][CH2:30][N:29]([CH3:32])[CH2:28][CH2:27]3)=[CH:22][C:21]=2[N:33]([CH:40]2[CH2:41][CH2:42][O:43][CH2:44][CH2:45]2)[C:34](=[O:39])[C:35]([F:38])([F:37])[F:36])=[N:13]1)=[O:62])([CH3:59])([CH3:58])[CH3:56]. The yield is 0.600. (4) The reactants are [Cl:1][C:2]1[CH:17]=[CH:16][C:5]([CH2:6][CH2:7][O:8][C:9]2[C:10](=[O:15])[NH:11][CH:12]=[CH:13][N:14]=2)=[CH:4][CH:3]=1.[O-]P([O-])([O-])=O.[K+].[K+].[K+].Br[C:27]1[CH:38]=[CH:37][C:30]([O:31][CH2:32][C:33]([CH3:36])([OH:35])[CH3:34])=[CH:29][CH:28]=1.CNCCNC. The catalyst is O1CCOCC1.[Cu]I. The product is [Cl:1][C:2]1[CH:3]=[CH:4][C:5]([CH2:6][CH2:7][O:8][C:9]2[C:10](=[O:15])[N:11]([C:27]3[CH:38]=[CH:37][C:30]([O:31][CH2:32][C:33]([OH:35])([CH3:34])[CH3:36])=[CH:29][CH:28]=3)[CH:12]=[CH:13][N:14]=2)=[CH:16][CH:17]=1. The yield is 0.731.